From a dataset of Reaction yield outcomes from USPTO patents with 853,638 reactions. Predict the reaction yield, written as a fraction of the theoretical maximum amount of product (1.0 means a 100% yield; for example, 0.34 means a 34% yield). (1) The reactants are [C:1]([C:3]1[CH:8]=[CH:7][C:6]([CH:9]2[CH2:14][CH2:13][N:12]([C:15]([C:17]3[C:18]([CH3:43])=[CH:19][C:20]([CH:39]4[CH2:42][CH2:41][CH2:40]4)=[C:21]([C:23]4[NH:38][C:26]5[CH2:27][N:28](C(OC(C)(C)C)=O)[CH2:29][CH2:30][C:25]=5[N:24]=4)[CH:22]=3)=[O:16])[CH2:11][CH2:10]2)=[CH:5][CH:4]=1)#[N:2]. The catalyst is ClCCl.FC(F)(F)C(O)=O.Cl.O. The product is [CH:39]1([C:20]2[C:21]([C:23]3[NH:38][C:26]4[CH2:27][NH:28][CH2:29][CH2:30][C:25]=4[N:24]=3)=[CH:22][C:17]([C:15]([N:12]3[CH2:11][CH2:10][CH:9]([C:6]4[CH:7]=[CH:8][C:3]([C:1]#[N:2])=[CH:4][CH:5]=4)[CH2:14][CH2:13]3)=[O:16])=[C:18]([CH3:43])[CH:19]=2)[CH2:40][CH2:41][CH2:42]1. The yield is 0.370. (2) The catalyst is O1CCOCC1.C1C=CC(P(C2C=CC=CC=2)[C-]2C=CC=C2)=CC=1.C1C=CC(P(C2C=CC=CC=2)[C-]2C=CC=C2)=CC=1.Cl[Pd]Cl.[Fe+2]. The yield is 0.680. The product is [C:11]([C:10]1[CH:13]=[CH:14][C:7]([O:6][C:5]2[CH:19]=[CH:20][C:2]3[B:29]([OH:30])[O:22][CH2:21][C:3]=3[CH:4]=2)=[C:8]([CH2:15][NH:16][CH:17]=[O:18])[CH:9]=1)#[N:12]. The reactants are Br[C:2]1[CH:20]=[CH:19][C:5]([O:6][C:7]2[CH:14]=[CH:13][C:10]([C:11]#[N:12])=[CH:9][C:8]=2[CH2:15][NH:16][CH:17]=[O:18])=[CH:4][C:3]=1[CH2:21][O:22]C1CCCCO1.[B:29]1(B2OC(C)(C)C(C)(C)O2)OC(C)(C)C(C)(C)[O:30]1.C([O-])(=O)C.[K+]. (3) The reactants are [CH3:1][O:2][C:3]1[CH:4]=[C:5]([CH:7]=[CH:8][CH:9]=1)[NH2:6].[C:10](OC(=O)C)(=[O:12])[CH3:11]. The catalyst is O1CCCC1. The product is [CH3:11][C:10]([NH:6][C:5]1[CH:7]=[CH:8][CH:9]=[C:3]([O:2][CH3:1])[CH:4]=1)=[O:12]. The yield is 0.990.